Dataset: Forward reaction prediction with 1.9M reactions from USPTO patents (1976-2016). Task: Predict the product of the given reaction. (1) Given the reactants C(=O)([O-])[O-].[K+].[K+].[CH2:7]([NH2:15])[CH2:8][CH2:9][CH2:10][CH2:11][CH2:12][CH2:13][CH3:14].[CH:16]1[C:25]2[C:20](=[CH:21][CH:22]=[CH:23][CH:24]=2)[CH:19]=[CH:18][C:17]=1[O:26][CH2:27][CH2:28][CH2:29]Cl, predict the reaction product. The product is: [CH2:7]([NH:15][CH2:29][CH2:28][CH2:27][O:26][C:17]1[CH:18]=[CH:19][C:20]2[C:25](=[CH:24][CH:23]=[CH:22][CH:21]=2)[CH:16]=1)[CH2:8][CH2:9][CH2:10][CH2:11][CH2:12][CH2:13][CH3:14]. (2) Given the reactants Cl[C:2]1[CH:7]=[CH:6][C:5]([S:8]([CH:11]([CH3:13])[CH3:12])(=[O:10])=[O:9])=[CH:4][C:3]=1[N+:14]([O-:16])=[O:15].[NH2:17][CH2:18][CH2:19][N:20]1[CH2:24][CH2:23][CH2:22][CH2:21]1, predict the reaction product. The product is: [CH:11]([S:8]([C:5]1[CH:6]=[CH:7][C:2]([NH:17][CH2:18][CH2:19][N:20]2[CH2:24][CH2:23][CH2:22][CH2:21]2)=[C:3]([N+:14]([O-:16])=[O:15])[CH:4]=1)(=[O:10])=[O:9])([CH3:13])[CH3:12]. (3) Given the reactants Cl[CH2:2][CH2:3][CH2:4][S:5]([O:8][CH2:9][C:10]([CH3:32])([CH3:31])[C@@H:11]([O:23][CH2:24][C:25]1[CH:30]=[CH:29][CH:28]=[CH:27][CH:26]=1)[C:12]([O:14][CH2:15][CH2:16][N:17]1[CH2:22][CH2:21][O:20][CH2:19][CH2:18]1)=[O:13])(=[O:7])=[O:6].[N-:33]=[N+:34]=[N-:35].[Na+], predict the reaction product. The product is: [N:33]([CH2:2][CH2:3][CH2:4][S:5]([O:8][CH2:9][C:10]([CH3:32])([CH3:31])[C@@H:11]([O:23][CH2:24][C:25]1[CH:30]=[CH:29][CH:28]=[CH:27][CH:26]=1)[C:12]([O:14][CH2:15][CH2:16][N:17]1[CH2:22][CH2:21][O:20][CH2:19][CH2:18]1)=[O:13])(=[O:7])=[O:6])=[N+:34]=[N-:35]. (4) Given the reactants [CH3:1][S-:2].[Na+].F[C:5]1[C:10]2[C:11](=[O:23])[C:12]([C:15]3[CH:20]=[CH:19][C:18]([O:21]C)=[CH:17][CH:16]=3)=[CH:13][O:14][C:9]=2[CH:8]=[C:7]([O:24]C)[CH:6]=1, predict the reaction product. The product is: [OH:24][C:7]1[CH:6]=[C:5]([S:2][CH3:1])[C:10]2[C:11](=[O:23])[C:12]([C:15]3[CH:20]=[CH:19][C:18]([OH:21])=[CH:17][CH:16]=3)=[CH:13][O:14][C:9]=2[CH:8]=1. (5) Given the reactants [C:1]([C:3]1[CH:4]=[C:5]([C:13]2[O:17][N:16]=[C:15]([C:18]3[CH:19]=[CH:20][C:21]([CH2:28][CH2:29][C:30]([O:32]CC)=[O:31])=[C:22]4[C:26]=3[N:25]([CH3:27])[CH:24]=[CH:23]4)[N:14]=2)[CH:6]=[CH:7][C:8]=1[O:9][CH:10]([CH3:12])[CH3:11])#[N:2].[OH-].[Na+], predict the reaction product. The product is: [C:1]([C:3]1[CH:4]=[C:5]([C:13]2[O:17][N:16]=[C:15]([C:18]3[CH:19]=[CH:20][C:21]([CH2:28][CH2:29][C:30]([OH:32])=[O:31])=[C:22]4[C:26]=3[N:25]([CH3:27])[CH:24]=[CH:23]4)[N:14]=2)[CH:6]=[CH:7][C:8]=1[O:9][CH:10]([CH3:12])[CH3:11])#[N:2].